Dataset: Peptide-MHC class II binding affinity with 134,281 pairs from IEDB. Task: Regression. Given a peptide amino acid sequence and an MHC pseudo amino acid sequence, predict their binding affinity value. This is MHC class II binding data. (1) The peptide sequence is MTSLALVGAALHPFA. The MHC is DRB1_1101 with pseudo-sequence DRB1_1101. The binding affinity (normalized) is 0.744. (2) The peptide sequence is FFMSPKGISRMSMAM. The MHC is DRB3_0101 with pseudo-sequence DRB3_0101. The binding affinity (normalized) is 0.304. (3) The peptide sequence is HQAISPRTLNSPAIF. The MHC is H-2-IAb with pseudo-sequence H-2-IAb. The binding affinity (normalized) is 0.756. (4) The peptide sequence is INEPTASAIAYGLDR. The MHC is HLA-DQA10501-DQB10301 with pseudo-sequence HLA-DQA10501-DQB10301. The binding affinity (normalized) is 0.0942. (5) The peptide sequence is DLIFLARSALILRGS. The MHC is DRB1_0901 with pseudo-sequence DRB1_0901. The binding affinity (normalized) is 0.455. (6) The peptide sequence is TEAPAAPAEGEKPAE. The MHC is HLA-DPA10301-DPB10402 with pseudo-sequence HLA-DPA10301-DPB10402. The binding affinity (normalized) is 0.